From a dataset of Full USPTO retrosynthesis dataset with 1.9M reactions from patents (1976-2016). Predict the reactants needed to synthesize the given product. (1) Given the product [ClH:1].[CH:8]12[CH2:16][CH:12]([CH2:11][NH:10][CH2:9]1)[CH2:13][C:14]1[CH:15]=[C:4]([OH:3])[CH:5]=[CH:6][C:7]2=1, predict the reactants needed to synthesize it. The reactants are: [ClH:1].C[O:3][C:4]1[CH:5]=[CH:6][C:7]2[CH:8]3[CH2:16][CH:12]([CH2:13][C:14]=2[CH:15]=1)[CH2:11][NH:10][CH2:9]3.[NH4+].[OH-]. (2) Given the product [O:25]([C:2]1[C:3]2[N:10]([CH2:11][CH:12]([O:16][CH2:17][CH3:18])[O:13][CH2:14][CH3:15])[CH:9]=[CH:8][C:4]=2[N:5]=[CH:6][N:7]=1)[C:19]1[CH:24]=[CH:23][CH:22]=[CH:21][CH:20]=1, predict the reactants needed to synthesize it. The reactants are: Cl[C:2]1[C:3]2[N:10]([CH2:11][CH:12]([O:16][CH2:17][CH3:18])[O:13][CH2:14][CH3:15])[CH:9]=[CH:8][C:4]=2[N:5]=[CH:6][N:7]=1.[C:19]1([OH:25])[CH:24]=[CH:23][CH:22]=[CH:21][CH:20]=1.C(=O)([O-])[O-].[K+].[K+].CN1CCCC1=O. (3) Given the product [S:1]1[C:5]2[CH:6]=[CH:7][C:8]([CH2:10][CH2:11][O:12][CH2:14][CH2:15][C:20]([OH:35])=[O:13])=[CH:9][C:4]=2[CH:3]=[CH:2]1, predict the reactants needed to synthesize it. The reactants are: [S:1]1[C:5]2[CH:6]=[CH:7][C:8]([CH2:10][CH2:11][OH:12])=[CH:9][C:4]=2[CH:3]=[CH:2]1.[OH-:13].[CH2:14]([N+](C)(C)C)[C:15]1[CH:20]=CC=CC=1.C(#N)C=C.Cl.S(=O)(=O)(O)O.[OH2:35]. (4) Given the product [CH3:1][O:2][C:3]([C:5]1[C:6]([OH:24])=[C:7]2[C:12](=[CH:13][N:14]=1)[N:11]([CH2:15][C:16]1[CH:21]=[CH:20][CH:19]=[CH:18][CH:17]=1)[C:10](=[O:22])[C:9]([C:30]#[C:31][C:32]1[CH:37]=[CH:36][CH:35]=[CH:34][CH:33]=1)=[CH:8]2)=[O:4], predict the reactants needed to synthesize it. The reactants are: [CH3:1][O:2][C:3]([C:5]1[C:6]([OH:24])=[C:7]2[C:12](=[CH:13][N:14]=1)[N:11]([CH2:15][C:16]1[CH:21]=[CH:20][CH:19]=[CH:18][CH:17]=1)[C:10](=[O:22])[C:9](Br)=[CH:8]2)=[O:4].C([Sn](CCCC)(CCCC)[C:30]#[C:31][C:32]1[CH:37]=[CH:36][CH:35]=[CH:34][CH:33]=1)CCC.Cl. (5) Given the product [ClH:47].[C:19]1([CH:12]([C:13]2[CH:14]=[CH:15][CH:16]=[CH:17][CH:18]=2)[C@H:9]([NH2:8])[CH:10]=[CH:40][S:42]([CH:45]=[CH:46][C@@H:9]([NH2:8])[CH:12]([C:19]2[CH:20]=[CH:21][CH:22]=[CH:23][CH:24]=2)[C:13]2[CH:18]=[CH:17][CH:16]=[CH:15][CH:14]=2)(=[O:44])=[O:43])[CH:24]=[CH:23][CH:22]=[CH:21][CH:20]=1, predict the reactants needed to synthesize it. The reactants are: C(OC([NH:8][CH:9]([CH2:12][C:13]1[CH:18]=[CH:17][CH:16]=[CH:15][CH:14]=1)[CH:10]=O)=O)(C)(C)C.[C:19]1(S(CP(OCC)(=O)OCC)(=O)=O)[CH:24]=[CH:23][CH:22]=[CH:21][CH:20]=1.C[O-].[Na+].[CH:40]([S:42]([CH:45]=[CH2:46])(=[O:44])=[O:43])=C.[ClH:47]. (6) Given the product [F:14][C:13]([F:16])([F:15])[C:9]1[CH:8]=[C:7]([C:5]2[N:6]=[C:2]([N:20]3[CH2:19][CH2:18][N:17]([C:23]([O:25][C:26]([CH3:29])([CH3:28])[CH3:27])=[O:24])[CH2:22][CH2:21]3)[S:3][CH:4]=2)[CH:12]=[CH:11][CH:10]=1, predict the reactants needed to synthesize it. The reactants are: Br[C:2]1[S:3][CH:4]=[C:5]([C:7]2[CH:12]=[CH:11][CH:10]=[C:9]([C:13]([F:16])([F:15])[F:14])[CH:8]=2)[N:6]=1.[N:17]1([C:23]([O:25][C:26]([CH3:29])([CH3:28])[CH3:27])=[O:24])[CH2:22][CH2:21][NH:20][CH2:19][CH2:18]1.C(=O)([O-])[O-].[K+].[K+].O. (7) Given the product [CH2:16]([N:19]1[C:27]2[CH:26]=[CH:25][C:24]([C:28]([N:30]3[CH2:35][CH2:34][CH:33]([CH3:36])[CH2:32][CH2:31]3)=[O:29])=[CH:23][C:22]=2[C:21]2[CH2:37][N:38]([CH2:2][CH:3]3[CH2:8][CH2:7][O:6][CH2:5][CH2:4]3)[CH2:39][CH2:40][C:20]1=2)[CH:17]=[CH2:18], predict the reactants needed to synthesize it. The reactants are: Br[CH2:2][CH:3]1[CH2:8][CH2:7][O:6][CH2:5][CH2:4]1.OC(C(F)(F)F)=O.[CH2:16]([N:19]1[C:27]2[CH:26]=[CH:25][C:24]([C:28]([N:30]3[CH2:35][CH2:34][CH:33]([CH3:36])[CH2:32][CH2:31]3)=[O:29])=[CH:23][C:22]=2[C:21]2[CH2:37][NH:38][CH2:39][CH2:40][C:20]1=2)[CH:17]=[CH2:18].C([O-])([O-])=O.[Cs+].[Cs+]. (8) Given the product [OH:2][C:3]1[CH:8]=[C:7]([Cl:9])[CH:6]=[CH:5][C:4]=1[C:10]1[O:11][C:12]([CH:27]([CH3:29])[CH3:28])=[C:13]([CH2:15][CH2:16][C:17]([C:19]2[CH:24]=[CH:23][C:22]([OH:25])=[C:21]([CH3:26])[CH:20]=2)=[O:18])[N:14]=1, predict the reactants needed to synthesize it. The reactants are: C[O:2][C:3]1[CH:8]=[C:7]([Cl:9])[CH:6]=[CH:5][C:4]=1[C:10]1[O:11][C:12]([CH:27]([CH3:29])[CH3:28])=[C:13]([CH2:15][CH2:16][C:17]([C:19]2[CH:24]=[CH:23][C:22]([OH:25])=[C:21]([CH3:26])[CH:20]=2)=[O:18])[N:14]=1.B(Cl)(Cl)Cl.C(Cl)(Cl)Cl.C(=O)([O-])O.[Na+].